From a dataset of Forward reaction prediction with 1.9M reactions from USPTO patents (1976-2016). Predict the product of the given reaction. (1) Given the reactants [CH2:1]([NH:4][C:5]1[C:14]2[C:9](=[CH:10][CH:11]=[C:12]([N+:15]([O-:17])=[O:16])[CH:13]=2)[N:8]=[C:7](Cl)[N:6]=1)[CH:2]=[CH2:3].Cl.[CH2:20]([NH2:24])/[CH:21]=[CH:22]/[CH3:23].C(N(CC)CC)C.O, predict the reaction product. The product is: [CH2:1]([NH:4][C:5]1[C:14]2[C:9](=[CH:10][CH:11]=[C:12]([N+:15]([O-:17])=[O:16])[CH:13]=2)[N:8]=[C:7]([NH:24][CH2:20]/[CH:21]=[CH:22]/[CH3:23])[N:6]=1)[CH:2]=[CH2:3]. (2) Given the reactants [C:1]([C:3]1[CH:4]=[C:5]([C:9]2[CH2:13][CH2:12][CH2:11][C:10]=2[C:14]([OH:16])=O)[CH:6]=[CH:7][CH:8]=1)#[N:2].O=S(Cl)Cl.CC[N:23](C(C)C)C(C)C.[N:30]1[CH:35]=[CH:34][CH:33]=[CH:32][C:31]=1[C:36]1[CH:42]=[CH:41][C:39](N)=[CH:38][CH:37]=1, predict the reaction product. The product is: [N:30]1[CH:35]=[CH:34][CH:33]=[CH:32][C:31]=1[C:36]1[CH:37]=[CH:38][C:39]([CH:13]2[CH2:12][CH2:11][C:10]([C:14]([NH2:23])=[O:16])=[C:9]2[C:5]2[CH:6]=[CH:7][CH:8]=[C:3]([C:1]#[N:2])[CH:4]=2)=[CH:41][CH:42]=1. (3) The product is: [NH2:12][C:13]1[C:14]([N+:31]([O-:33])=[O:32])=[CH:15][C:16]([CH:20]2[CH2:24][CH2:23][CH2:22][N:21]2[C:44]([O:46][C:47]([CH3:48])([CH3:49])[CH3:50])=[O:45])=[C:17]([F:19])[CH:18]=1. Given the reactants [OH-].[Na+].O1CCCC1.FC(F)(F)C([NH:12][C:13]1[CH:18]=[C:17]([F:19])[C:16]([CH:20]2[CH2:24][CH2:23][CH2:22][N:21]2C(=O)C(F)(F)F)=[CH:15][C:14]=1[N+:31]([O-:33])=[O:32])=O.[C:44](O[C:44]([O:46][C:47]([CH3:50])([CH3:49])[CH3:48])=[O:45])([O:46][C:47]([CH3:50])([CH3:49])[CH3:48])=[O:45], predict the reaction product. (4) Given the reactants [NH2:1][CH2:2][CH:3]([C:5]1[N:9]=[C:8]([NH:10][C:11](=[O:17])[O:12][C:13]([CH3:16])([CH3:15])[CH3:14])[S:7][N:6]=1)[CH3:4].C(N(CC)CC)C.[C:25](Cl)(=[O:29])[CH2:26][CH2:27][CH3:28], predict the reaction product. The product is: [C:25]([NH:1][CH2:2][CH:3]([C:5]1[N:9]=[C:8]([NH:10][C:11](=[O:17])[O:12][C:13]([CH3:16])([CH3:15])[CH3:14])[S:7][N:6]=1)[CH3:4])(=[O:29])[CH2:26][CH2:27][CH3:28]. (5) Given the reactants [Cl:1][C:2]1[CH:3]=[C:4]([CH:8]=[C:9]([O:11][CH3:12])[CH:10]=1)[C:5]([OH:7])=O.O=[O+][O-].O=O.S(Cl)(Cl)=O.Cl.[CH3:23]NOC.C[Mg]Br, predict the reaction product. The product is: [Cl:1][C:2]1[CH:3]=[C:4]([C:5](=[O:7])[CH3:23])[CH:8]=[C:9]([O:11][CH3:12])[CH:10]=1.